Predict which catalyst facilitates the given reaction. From a dataset of Catalyst prediction with 721,799 reactions and 888 catalyst types from USPTO. (1) Reactant: O1CCCC1CCO.C([O:16][CH2:17][CH2:18][N:19]1[CH:23]=[C:22]([CH2:24][CH2:25][O:26][C:27]2[C:32]([Cl:33])=[CH:31][C:30]([C:34]([F:37])([F:36])[F:35])=[CH:29][N:28]=2)[C:21]([O:38][CH:39]([CH3:41])[CH3:40])=[N:20]1)C1C=CC=CC=1. Product: [Cl:33][C:32]1[C:27]([O:26][CH2:25][CH2:24][C:22]2[C:21]([O:38][CH:39]([CH3:41])[CH3:40])=[N:20][N:19]([CH2:18][CH2:17][OH:16])[CH:23]=2)=[N:28][CH:29]=[C:30]([C:34]([F:37])([F:36])[F:35])[CH:31]=1. The catalyst class is: 719. (2) Reactant: [CH3:1][N:2]([CH3:24])[CH:3]1[CH2:8][CH2:7][N:6]([C:9]2[CH:10]=[C:11]([C:21](O)=[O:22])[C:12]3[CH:13]=[N:14][N:15]([CH:18]([CH3:20])[CH3:19])[C:16]=3[CH:17]=2)[CH2:5][CH2:4]1.[NH2:25][CH2:26][C:27]1[C:28](=[O:37])[NH:29][C:30]([CH3:36])=[CH:31][C:32]=1[CH2:33][CH2:34][CH3:35].CN1CCOCC1.ON1C2N=CC=CC=2N=N1.C(Cl)CCl. Product: [CH3:24][N:2]([CH3:1])[CH:3]1[CH2:4][CH2:5][N:6]([C:9]2[CH:10]=[C:11]([C:21]([NH:25][CH2:26][C:27]3[C:28](=[O:37])[NH:29][C:30]([CH3:36])=[CH:31][C:32]=3[CH2:33][CH2:34][CH3:35])=[O:22])[C:12]3[CH:13]=[N:14][N:15]([CH:18]([CH3:19])[CH3:20])[C:16]=3[CH:17]=2)[CH2:7][CH2:8]1. The catalyst class is: 16. (3) Reactant: Cl[CH2:2][C:3]1[N:7]2[CH:8]=[CH:9][CH:10]=[CH:11][C:6]2=[N:5][C:4]=1[C:12]1[CH:17]=[CH:16][CH:15]=[CH:14][C:13]=1[N+:18]([O-])=O.[CH2:21]([N:23](CC)[CH2:24]C)C.CNC.C1COCC1. Product: [CH3:21][N:23]([CH2:2][C:3]1[N:7]2[CH:8]=[CH:9][CH:10]=[CH:11][C:6]2=[N:5][C:4]=1[C:12]1[CH:17]=[CH:16][CH:15]=[CH:14][C:13]=1[NH2:18])[CH3:24]. The catalyst class is: 2. (4) Reactant: Cl.O.[NH:3]1[CH2:8][CH2:7][C:6](=O)[CH2:5][CH2:4]1.Cl. Product: [CH:5]1[C:4]2[C:7]3[CH2:8][NH:3][CH2:4][CH2:5][C:6]=3[N:3]3[C:8]=2[C:7]([CH2:6][CH2:5][CH2:4]3)=[CH:7][CH:6]=1. The catalyst class is: 14. (5) Reactant: O.Cl.[CH3:3][C:4]1[CH:12]=[C:11]2[C:7]([C:8]([C:13]3[CH:18]=[CH:17][CH:16]=[CH:15][CH:14]=3)=[N:9][NH:10]2)=[CH:6][C:5]=1[N+:19]([O-])=O.[OH-].[NH4+]. Product: [NH2:19][C:5]1[CH:6]=[C:7]2[C:11](=[CH:12][C:4]=1[CH3:3])[NH:10][N:9]=[C:8]2[C:13]1[CH:14]=[CH:15][CH:16]=[CH:17][CH:18]=1. The catalyst class is: 186. (6) Reactant: [CH2:1]([Zn]CC)C.ICI.[C:9]([O:13][C:14]([C@@:16]12[CH2:32][O:31][CH:30]=[C:17]1[C:18](=[O:29])[N:19]([C@@H:21]([C:23]1[CH:28]=[CH:27][CH:26]=[CH:25][CH:24]=1)[CH3:22])[CH2:20]2)=[O:15])([CH3:12])([CH3:11])[CH3:10]. Product: [C:9]([O:13][C:14]([C:16]12[CH2:32][O:31][C@H:30]3[CH2:1][C:17]13[C:18](=[O:29])[N:19]([C@@H:21]([C:23]1[CH:28]=[CH:27][CH:26]=[CH:25][CH:24]=1)[CH3:22])[CH2:20]2)=[O:15])([CH3:10])([CH3:11])[CH3:12]. The catalyst class is: 4. (7) Reactant: [NH2:1][C:2]1[CH:3]=[C:4]2[C:8](=[CH:9][CH:10]=1)[N:7]([CH2:11][CH:12]1[CH2:14][CH2:13]1)[C:6](=[O:15])[CH2:5]2.[C:16]([O:20][C:21](=[O:27])[NH:22][CH2:23][C@H:24]1[CH2:26][O:25]1)([CH3:19])([CH3:18])[CH3:17].FC(F)(F)S([O-])(=O)=O.[Li+]. Product: [C:16]([O:20][C:21](=[O:27])[NH:22][CH2:23][C@H:24]([OH:25])[CH2:26][NH:1][C:2]1[CH:3]=[C:4]2[C:8](=[CH:9][CH:10]=1)[N:7]([CH2:11][CH:12]1[CH2:14][CH2:13]1)[C:6](=[O:15])[CH2:5]2)([CH3:18])([CH3:17])[CH3:19]. The catalyst class is: 115.